Dataset: Reaction yield outcomes from USPTO patents with 853,638 reactions. Task: Predict the reaction yield, written as a fraction of the theoretical maximum amount of product (1.0 means a 100% yield; for example, 0.34 means a 34% yield). (1) The reactants are [N:1]1[C:10]2[C:5](=[CH:6][C:7]([CH:11]([CH3:15])[CH2:12][CH2:13][OH:14])=[CH:8][CH:9]=2)[CH:4]=[CH:3][CH:2]=1.C(O)(=O)C.C(O)(=O)C.IC1C=CC=CC=1. The catalyst is C(Cl)Cl. The product is [N:1]1[C:10]2[C:5](=[CH:6][C:7]([CH:11]([CH3:15])[CH2:12][CH:13]=[O:14])=[CH:8][CH:9]=2)[CH:4]=[CH:3][CH:2]=1. The yield is 0.840. (2) The reactants are [C:1]([OH:10])(=[O:9])[C:2]1[C:3](=[CH:5][CH:6]=[CH:7][CH:8]=1)[SH:4].N1C=CC=CC=1.[C:17]([NH:20][C:21]1[CH:29]=[CH:28][C:24]([C:25](Cl)=[O:26])=[CH:23][CH:22]=1)(=[O:19])[CH3:18]. The catalyst is O1CCCC1.O.Cl. The product is [C:17]([NH:20][C:21]1[CH:29]=[CH:28][C:24]([C:25]([S:4][C:3]2[CH:5]=[CH:6][CH:7]=[CH:8][C:2]=2[C:1]([OH:10])=[O:9])=[O:26])=[CH:23][CH:22]=1)(=[O:19])[CH3:18]. The yield is 0.530. (3) The reactants are [Br:1][C:2]1[CH:7]=[CH:6][CH:5]=[CH:4][C:3]=1[O:8][CH3:9].[CH3:10][C:11]([CH3:16])=[CH:12][C:13]([OH:15])=[O:14].[Cl-].[Al+3].[Cl-].[Cl-]. The catalyst is Cl. The product is [Br:1][C:2]1[CH:7]=[C:6]([C:11]([CH3:16])([CH3:10])[CH2:12][C:13]([OH:15])=[O:14])[CH:5]=[CH:4][C:3]=1[O:8][CH3:9]. The yield is 0.450. (4) The reactants are [CH2:1]([C:5]1[S:6][CH:7]=[CH:8][N:9]=1)[CH:2]([CH3:4])[CH3:3].[Br:10]N1C(=O)CCC1=O.C(OCC)(=O)C.CCCCCC. The catalyst is CN(C=O)C. The product is [Br:10][C:7]1[S:6][C:5]([CH2:1][CH:2]([CH3:4])[CH3:3])=[N:9][CH:8]=1. The yield is 0.870. (5) The reactants are [F:1][C:2]1[CH:11]=[CH:10][CH:9]=[CH:8][C:3]=1[C:4](Cl)=[N:5][OH:6].[CH3:12][O:13][C:14](=[O:18])[CH2:15][C:16]#[N:17].C[O-].[Na+]. The catalyst is CO. The product is [CH3:12][O:13][C:14]([C:15]1[C:4]([C:3]2[CH:8]=[CH:9][CH:10]=[CH:11][C:2]=2[F:1])=[N:5][O:6][C:16]=1[NH2:17])=[O:18]. The yield is 0.760. (6) The reactants are [C:1]1([C:7]2[N:11]=[C:10]([CH2:12][CH2:13][CH2:14][C:15]([OH:17])=O)[O:9][N:8]=2)[CH:6]=[CH:5][CH:4]=[CH:3][CH:2]=1.[CH2:18]([N:23]1[C:31]2[N:30]=[CH:29][NH:28][C:27]=2[C:26](=[O:32])[NH:25]/[C:24]/1=[N:33]\[NH2:34])[CH2:19][CH2:20][CH2:21][CH3:22].F[P-](F)(F)(F)(F)F.N1(O[P+](N(C)C)(N(C)C)N(C)C)C2C=CC=CC=2N=N1.C(N(CC)CC)C. The catalyst is CN(C=O)C.O. The product is [O:32]=[C:26]1[NH:25]/[C:24](=[N:33]\[NH:34][C:15](=[O:17])[CH2:14][CH2:13][CH2:12][C:10]2[O:9][N:8]=[C:7]([C:1]3[CH:2]=[CH:3][CH:4]=[CH:5][CH:6]=3)[N:11]=2)/[N:23]([CH2:18][CH2:19][CH2:20][CH2:21][CH3:22])[C:31]2[N:30]=[CH:29][NH:28][C:27]1=2. The yield is 0.990.